The task is: Regression. Given two drug SMILES strings and cell line genomic features, predict the synergy score measuring deviation from expected non-interaction effect.. This data is from NCI-60 drug combinations with 297,098 pairs across 59 cell lines. Synergy scores: CSS=25.7, Synergy_ZIP=-7.94, Synergy_Bliss=-4.95, Synergy_Loewe=-5.66, Synergy_HSA=-6.36. Drug 2: CCN(CC)CCCC(C)NC1=C2C=C(C=CC2=NC3=C1C=CC(=C3)Cl)OC. Cell line: HOP-62. Drug 1: C#CCC(CC1=CN=C2C(=N1)C(=NC(=N2)N)N)C3=CC=C(C=C3)C(=O)NC(CCC(=O)O)C(=O)O.